Dataset: NCI-60 drug combinations with 297,098 pairs across 59 cell lines. Task: Regression. Given two drug SMILES strings and cell line genomic features, predict the synergy score measuring deviation from expected non-interaction effect. (1) Drug 2: CC12CCC3C(C1CCC2=O)CC(=C)C4=CC(=O)C=CC34C. Cell line: SK-MEL-5. Drug 1: CC1C(C(CC(O1)OC2CC(CC3=C2C(=C4C(=C3O)C(=O)C5=C(C4=O)C(=CC=C5)OC)O)(C(=O)CO)O)N)O.Cl. Synergy scores: CSS=11.4, Synergy_ZIP=0.459, Synergy_Bliss=0.953, Synergy_Loewe=1.44, Synergy_HSA=-1.80. (2) Cell line: HCT-15. Drug 1: C1CC(C1)(C(=O)O)C(=O)O.[NH2-].[NH2-].[Pt+2]. Synergy scores: CSS=-0.873, Synergy_ZIP=1.21, Synergy_Bliss=1.79, Synergy_Loewe=-1.25, Synergy_HSA=-1.44. Drug 2: CC=C1C(=O)NC(C(=O)OC2CC(=O)NC(C(=O)NC(CSSCCC=C2)C(=O)N1)C(C)C)C(C)C. (3) Drug 1: CC1CCC2CC(C(=CC=CC=CC(CC(C(=O)C(C(C(=CC(C(=O)CC(OC(=O)C3CCCCN3C(=O)C(=O)C1(O2)O)C(C)CC4CCC(C(C4)OC)O)C)C)O)OC)C)C)C)OC. Drug 2: C1C(C(OC1N2C=NC(=NC2=O)N)CO)O. Cell line: M14. Synergy scores: CSS=15.2, Synergy_ZIP=-5.43, Synergy_Bliss=-3.53, Synergy_Loewe=-16.0, Synergy_HSA=-2.41. (4) Drug 1: C1CN1C2=NC(=NC(=N2)N3CC3)N4CC4. Drug 2: C1=CC=C(C(=C1)C(C2=CC=C(C=C2)Cl)C(Cl)Cl)Cl. Cell line: M14. Synergy scores: CSS=36.9, Synergy_ZIP=-2.24, Synergy_Bliss=0.845, Synergy_Loewe=-13.0, Synergy_HSA=1.15. (5) Drug 1: CCC1=CC2CC(C3=C(CN(C2)C1)C4=CC=CC=C4N3)(C5=C(C=C6C(=C5)C78CCN9C7C(C=CC9)(C(C(C8N6C)(C(=O)OC)O)OC(=O)C)CC)OC)C(=O)OC.C(C(C(=O)O)O)(C(=O)O)O. Drug 2: C1CNP(=O)(OC1)N(CCCl)CCCl. Cell line: U251. Synergy scores: CSS=12.1, Synergy_ZIP=-0.467, Synergy_Bliss=-1.35, Synergy_Loewe=-53.3, Synergy_HSA=-2.78. (6) Drug 1: CC1=C(C(CCC1)(C)C)C=CC(=CC=CC(=CC(=O)O)C)C. Drug 2: CS(=O)(=O)CCNCC1=CC=C(O1)C2=CC3=C(C=C2)N=CN=C3NC4=CC(=C(C=C4)OCC5=CC(=CC=C5)F)Cl. Cell line: OVCAR-8. Synergy scores: CSS=7.05, Synergy_ZIP=-3.29, Synergy_Bliss=-0.00195, Synergy_Loewe=-2.80, Synergy_HSA=-0.780.